Dataset: Reaction yield outcomes from USPTO patents with 853,638 reactions. Task: Predict the reaction yield, written as a fraction of the theoretical maximum amount of product (1.0 means a 100% yield; for example, 0.34 means a 34% yield). The yield is 0.510. The reactants are [Cl:1][C:2]1[CH:3]=[C:4]([C:8]#[C:9][C:10]2[NH:11][O:12][CH:13]3[NH:17][CH2:16][CH2:15][C:14]=23)[CH:5]=[CH:6][CH:7]=1.C(N(CC)CC)C.[CH3:25][N:26]1[CH2:31][CH2:30][N:29]([C:32](Cl)=[O:33])[CH2:28][CH2:27]1.O. The product is [Cl:1][C:2]1[CH:3]=[C:4]([C:8]#[C:9][C:10]2[CH:14]3[CH2:15][CH2:16][N:17]([C:32]([N:29]4[CH2:30][CH2:31][N:26]([CH3:25])[CH2:27][CH2:28]4)=[O:33])[CH:13]3[O:12][N:11]=2)[CH:5]=[CH:6][CH:7]=1. The catalyst is C(Cl)Cl.